Dataset: Forward reaction prediction with 1.9M reactions from USPTO patents (1976-2016). Task: Predict the product of the given reaction. (1) Given the reactants Br[C:2]1[N:7]=[CH:6][CH:5]=[CH:4][N:3]=1.[O:8]([C:15]1[CH:20]=[CH:19][C:18](B(O)O)=[CH:17][CH:16]=1)[C:9]1[CH:14]=[CH:13][CH:12]=[CH:11][CH:10]=1.O.C([O-])([O-])=O.[K+].[K+], predict the reaction product. The product is: [O:8]([C:15]1[CH:16]=[CH:17][C:18]([C:2]2[N:7]=[CH:6][CH:5]=[CH:4][N:3]=2)=[CH:19][CH:20]=1)[C:9]1[CH:14]=[CH:13][CH:12]=[CH:11][CH:10]=1. (2) Given the reactants [N+:1](/[CH:4]=[CH:5]/[C:6]1[CH:7]=[CH:8][C:9]([O:12][C:13]2[CH:18]=[CH:17][CH:16]=[CH:15][CH:14]=2)=[N:10][CH:11]=1)([O-:3])=[O:2].C(O)(=O)C.[B-].[Na+].O, predict the reaction product. The product is: [N+:1]([CH2:4][CH2:5][C:6]1[CH:7]=[CH:8][C:9]([O:12][C:13]2[CH:18]=[CH:17][CH:16]=[CH:15][CH:14]=2)=[N:10][CH:11]=1)([O-:3])=[O:2]. (3) Given the reactants [F:1][C:2]([F:29])([F:28])[C:3]1[N:8]=[CH:7][C:6]([CH2:9][NH:10]C(=O)OC(C)(C)C)=[CH:5][C:4]=1[C:18]1[CH:19]=[N:20][C:21]([C:24]([F:27])([F:26])[F:25])=[N:22][CH:23]=1.[ClH:30], predict the reaction product. The product is: [ClH:30].[F:29][C:2]([F:1])([F:28])[C:3]1[N:8]=[CH:7][C:6]([CH2:9][NH2:10])=[CH:5][C:4]=1[C:18]1[CH:23]=[N:22][C:21]([C:24]([F:25])([F:27])[F:26])=[N:20][CH:19]=1.